Dataset: Reaction yield outcomes from USPTO patents with 853,638 reactions. Task: Predict the reaction yield, written as a fraction of the theoretical maximum amount of product (1.0 means a 100% yield; for example, 0.34 means a 34% yield). (1) The reactants are [Br:1][C:2]1[C:3]([CH3:11])=[C:4]([CH:8]=[CH:9][CH:10]=1)[C:5]([OH:7])=O.Cl.[NH2:13][CH2:14][C:15]1[C:16](=[O:23])[NH:17][C:18]([CH3:22])=[CH:19][C:20]=1[CH3:21].F[P-](F)(F)(F)(F)F.N1(OC(N(C)C)=[N+](C)C)C2N=CC=CC=2N=N1.C(N(CC)CC)C. The catalyst is CN(C)C=O.O. The product is [Br:1][C:2]1[C:3]([CH3:11])=[C:4]([CH:8]=[CH:9][CH:10]=1)[C:5]([NH:13][CH2:14][C:15]1[C:16](=[O:23])[NH:17][C:18]([CH3:22])=[CH:19][C:20]=1[CH3:21])=[O:7]. The yield is 0.840. (2) The reactants are [C:1]1(=[O:8])[CH2:6][CH2:5][CH2:4][C:3](=[O:7])[CH2:2]1.[OH-].[K+].Cl[CH2:12][CH:13]=O.Cl. The catalyst is CO. The product is [O:7]1[C:3]2[CH2:4][CH2:5][CH2:6][C:1](=[O:8])[C:2]=2[CH:13]=[CH:12]1. The yield is 0.635. (3) The reactants are [F:1][C:2]([F:7])([F:6])[C:3]([OH:5])=[O:4].[CH3:8][O:9][CH2:10][CH2:11][CH:12]([N:19]1[CH:23]=[C:22]([C:24]2[C:25]3[CH:32]=[CH:31][N:30](COCC[Si](C)(C)C)[C:26]=3[N:27]=[CH:28][N:29]=2)[CH:21]=[N:20]1)[C:13]1[CH:18]=[CH:17][CH:16]=[CH:15][CH:14]=1.C(Cl)Cl.CO.C(N)CN. No catalyst specified. The product is [F:1][C:2]([F:7])([F:6])[C:3]([OH:5])=[O:4].[CH3:8][O:9][CH2:10][CH2:11][CH:12]([N:19]1[CH:23]=[C:22]([C:24]2[C:25]3[CH:32]=[CH:31][NH:30][C:26]=3[N:27]=[CH:28][N:29]=2)[CH:21]=[N:20]1)[C:13]1[CH:14]=[CH:15][CH:16]=[CH:17][CH:18]=1. The yield is 0.600. (4) The reactants are [Cl:1][C:2]1[CH:3]=[CH:4][C:5]2[N:6]([C:8]([CH3:19])=[C:9]([NH:11][C:12](=[O:18])[O:13][C:14]([CH3:17])([CH3:16])[CH3:15])[N:10]=2)[CH:7]=1.[H-].[Na+].[C:22]1([S:28](Cl)(=[O:30])=[O:29])[CH:27]=[CH:26][CH:25]=[CH:24][CH:23]=1. The catalyst is CN(C=O)C. The product is [C:14]([O:13][C:12]([N:11]([C:9]1[N:10]=[C:5]2[CH:4]=[CH:3][C:2]([Cl:1])=[CH:7][N:6]2[C:8]=1[CH3:19])[S:28]([C:22]1[CH:27]=[CH:26][C:25]([C:12]([O:13][CH3:14])=[O:18])=[CH:24][CH:23]=1)(=[O:30])=[O:29])=[O:18])([CH3:15])([CH3:16])[CH3:17]. The yield is 0.860. (5) The reactants are [C:1](=[O:4])([O-])[O-].[K+].[K+].CI.[Br:9][C:10]1[CH:19]=[C:18]2[C:13]([CH:14]=[CH:15][CH:16]=[C:17]2O)=[CH:12][CH:11]=1. The catalyst is CC(C)=O. The product is [Br:9][C:10]1[CH:19]=[C:18]2[C:13]([CH:14]=[CH:15][CH:16]=[C:17]2[O:4][CH3:1])=[CH:12][CH:11]=1. The yield is 0.880. (6) The reactants are [CH3:1][O:2][CH:3]1[CH2:7][CH2:6][NH:5][CH2:4]1.C1C=CC(P(C2C(C3C(P(C4C=CC=CC=4)C4C=CC=CC=4)=CC=C4C=3C=CC=C4)=C3C(C=CC=C3)=CC=2)C2C=CC=CC=2)=CC=1.C(=O)([O-])[O-].[Cs+].[Cs+].[Br:60][C:61]1[CH:66]=[CH:65][CH:64]=[C:63](Br)[CH:62]=1. The product is [Br:60][C:61]1[CH:62]=[C:63]([N:5]2[CH2:6][CH2:7][CH:3]([O:2][CH3:1])[CH2:4]2)[CH:64]=[CH:65][CH:66]=1. The yield is 0.640. The catalyst is C1(C)C=CC=CC=1.C([O-])(=O)C.[Pd+2].C([O-])(=O)C. (7) The reactants are [F:1][C:2]1[CH:7]=[C:6]([N:8]2[CH2:13][CH2:12][O:11][CH2:10][CH2:9]2)[C:5]([F:14])=[CH:4][C:3]=1[N:15]1[CH:20]=[C:19]([O:21][CH3:22])[C:18](=[O:23])[C:17]([C:24]([O:26]C)=[O:25])=[N:16]1.[OH-].[Na+].Cl. The catalyst is CCO. The product is [F:1][C:2]1[CH:7]=[C:6]([N:8]2[CH2:9][CH2:10][O:11][CH2:12][CH2:13]2)[C:5]([F:14])=[CH:4][C:3]=1[N:15]1[CH:20]=[C:19]([O:21][CH3:22])[C:18](=[O:23])[C:17]([C:24]([OH:26])=[O:25])=[N:16]1. The yield is 0.960.